From a dataset of Reaction yield outcomes from USPTO patents with 853,638 reactions. Predict the reaction yield, written as a fraction of the theoretical maximum amount of product (1.0 means a 100% yield; for example, 0.34 means a 34% yield). (1) The reactants are [CH3:1][O:2][C:3](=[O:14])[C:4]1[CH:9]=[CH:8][C:7]([CH:10]=[O:11])=[C:6]([O:12][CH3:13])[CH:5]=1.O.CC(=CC)C.[O-:21]Cl=O.[Na+]. The catalyst is C(O)(C)(C)C.C(Cl)Cl. The product is [CH3:1][O:2][C:3](=[O:14])[C:4]1[CH:9]=[CH:8][C:7]([C:10]([OH:21])=[O:11])=[C:6]([O:12][CH3:13])[CH:5]=1. The yield is 0.470. (2) The reactants are [F:1][C:2]1[CH:10]=[C:9]([N+:11]([O-:13])=[O:12])[CH:8]=[CH:7][C:3]=1[C:4]([OH:6])=[O:5].S(=O)(=O)(O)O.[CH2:19](O)[CH3:20]. No catalyst specified. The product is [CH2:19]([O:5][C:4](=[O:6])[C:3]1[CH:7]=[CH:8][C:9]([N+:11]([O-:13])=[O:12])=[CH:10][C:2]=1[F:1])[CH3:20]. The yield is 0.650.